This data is from Full USPTO retrosynthesis dataset with 1.9M reactions from patents (1976-2016). The task is: Predict the reactants needed to synthesize the given product. Given the product [C:1]([S:5][C:6]1[CH:7]=[CH:8][C:9]([C:25]2[CH:24]=[C:23]([O:31][CH3:32])[C:22]([Br:21])=[CH:27][C:26]=2[O:28][CH3:29])=[CH:10][CH:11]=1)([CH3:2])([CH3:3])[CH3:4], predict the reactants needed to synthesize it. The reactants are: [C:1]([S:5][C:6]1[CH:11]=[CH:10][C:9](B2OC(C)(C)C(C)(C)O2)=[CH:8][CH:7]=1)([CH3:4])([CH3:3])[CH3:2].[Br:21][C:22]1[CH:27]=[C:26]([O:28][CH3:29])[C:25](Br)=[CH:24][C:23]=1[O:31][CH3:32].C(=O)([O-])[O-].[Na+].[Na+].